From a dataset of Forward reaction prediction with 1.9M reactions from USPTO patents (1976-2016). Predict the product of the given reaction. (1) The product is: [CH3:1][O:2][C:3]1[CH:4]=[CH:5][C:6]2[NH:12][C:11](=[O:13])[N:10]([CH:14]3[CH2:19][CH2:18][N:17]([C:22]4[N:27]=[CH:26][N:25]=[C:24]([O:28][C:29]5[CH:38]=[CH:37][C:32]6[NH:33][C:34](=[O:36])[O:35][C:31]=6[CH:30]=5)[CH:23]=4)[CH2:16][CH2:15]3)[CH2:9][CH2:8][C:7]=2[CH:20]=1. Given the reactants [CH3:1][O:2][C:3]1[CH:4]=[CH:5][C:6]2[NH:12][C:11](=[O:13])[N:10]([CH:14]3[CH2:19][CH2:18][NH:17][CH2:16][CH2:15]3)[CH2:9][CH2:8][C:7]=2[CH:20]=1.Cl[C:22]1[N:27]=[CH:26][N:25]=[C:24]([O:28][C:29]2[CH:38]=[CH:37][C:32]3[NH:33][C:34](=[O:36])[O:35][C:31]=3[CH:30]=2)[CH:23]=1.CCN(C(C)C)C(C)C, predict the reaction product. (2) Given the reactants C[O:2][C:3](=[O:33])[CH2:4][O:5][C:6]1[CH:7]=[C:8]2[C:12](=[CH:13][CH:14]=1)[N:11]([S:15]([C:18]1[S:19][C:20]([C:23]3[CH:27]=[C:26]([C:28]([F:31])([F:30])[F:29])[N:25]([CH3:32])[N:24]=3)=[CH:21][CH:22]=1)(=[O:17])=[O:16])[CH:10]=[CH:9]2.[OH-].[K+].Cl, predict the reaction product. The product is: [CH3:32][N:25]1[C:26]([C:28]([F:29])([F:30])[F:31])=[CH:27][C:23]([C:20]2[S:19][C:18]([S:15]([N:11]3[C:12]4[C:8](=[CH:7][C:6]([O:5][CH2:4][C:3]([OH:33])=[O:2])=[CH:14][CH:13]=4)[CH:9]=[CH:10]3)(=[O:17])=[O:16])=[CH:22][CH:21]=2)=[N:24]1. (3) Given the reactants C(OC([N:8]1[CH2:13][CH2:12][N:11]([C:14](=[O:48])[CH2:15][N:16]2[CH2:21][CH2:20][CH:19]([C:22]3[CH:27]=[CH:26][C:25]([NH:28][C:29]4[N:34]=[CH:33][C:32]5=[CH:35][CH:36]=[C:37]([C:38]6[CH:43]=[CH:42][CH:41]=[CH:40][C:39]=6[O:44][CH3:45])[N:31]5[N:30]=4)=[C:24]([O:46][CH3:47])[CH:23]=3)[CH2:18][CH2:17]2)[CH2:10][CH2:9]1)=O)(C)(C)C.FC(F)(F)C(O)=O.C(Cl)Cl, predict the reaction product. The product is: [CH3:47][O:46][C:24]1[CH:23]=[C:22]([CH:19]2[CH2:20][CH2:21][N:16]([CH2:15][C:14]([N:11]3[CH2:10][CH2:9][NH:8][CH2:13][CH2:12]3)=[O:48])[CH2:17][CH2:18]2)[CH:27]=[CH:26][C:25]=1[NH:28][C:29]1[N:34]=[CH:33][C:32]2=[CH:35][CH:36]=[C:37]([C:38]3[CH:43]=[CH:42][CH:41]=[CH:40][C:39]=3[O:44][CH3:45])[N:31]2[N:30]=1.